Dataset: Full USPTO retrosynthesis dataset with 1.9M reactions from patents (1976-2016). Task: Predict the reactants needed to synthesize the given product. (1) The reactants are: [NH2:1][CH:2]([CH2:5][CH:6]1[CH2:11][CH2:10][CH2:9][O:8][CH2:7]1)[CH2:3][OH:4].CCN(CC)CC.[CH3:19][C:20]([O:23][C:24](O[C:24]([O:23][C:20]([CH3:22])([CH3:21])[CH3:19])=[O:25])=[O:25])([CH3:22])[CH3:21]. Given the product [OH:4][CH2:3][C@@H:2]([NH:1][C:24](=[O:25])[O:23][C:20]([CH3:22])([CH3:21])[CH3:19])[CH2:5][CH:6]1[CH2:11][CH2:10][CH2:9][O:8][CH2:7]1, predict the reactants needed to synthesize it. (2) Given the product [OH2:1].[C:25]([OH:37])(=[O:36])[CH2:26][C:27]([CH2:32][C:33]([OH:35])=[O:34])([C:29]([OH:31])=[O:30])[OH:28].[Cl:11][C:12]1[CH:13]=[CH:14][C:15]2[CH2:21][CH2:20][NH:19][CH2:18][C@H:17]([CH3:22])[C:16]=2[CH:23]=1.[Cl:11][C:12]1[CH:13]=[CH:14][C:15]2[CH2:21][CH2:20][NH:19][CH2:18][C@H:17]([CH3:22])[C:16]=2[CH:23]=1.[C:38]([OH:50])(=[O:49])[CH2:39][C:40]([CH2:45][C:46]([OH:48])=[O:47])([C:42]([OH:44])=[O:43])[OH:41], predict the reactants needed to synthesize it. The reactants are: [O:1]=C(CCC(O)=O)C(O)=O.[Cl:11][C:12]1[CH:13]=[CH:14][C:15]2[CH2:21][CH2:20][NH:19][CH2:18][C@H:17]([CH3:22])[C:16]=2[CH:23]=1.O.[C:25]([OH:37])(=[O:36])[CH2:26][C:27]([CH2:32][C:33]([OH:35])=[O:34])([C:29]([OH:31])=[O:30])[OH:28].[C:38]([OH:50])(=[O:49])[CH2:39][C:40]([CH2:45][C:46]([OH:48])=[O:47])([C:42]([OH:44])=[O:43])[OH:41]. (3) Given the product [F:1][C:2]1[CH:3]=[C:4]([CH2:9][C:10]2[N:11]([CH2:18][C:19]3[CH:24]=[CH:23][CH:22]=[CH:21][CH:20]=3)[C:12](=[O:17])[C:13]([C:35]([NH:39][CH2:58][C:59]([OH:61])=[O:60])=[O:36])=[C:14]([OH:16])[N:15]=2)[CH:5]=[CH:6][C:7]=1[F:8], predict the reactants needed to synthesize it. The reactants are: [F:1][C:2]1[CH:3]=[C:4]([CH2:9][C:10]2[N:11]([CH2:18][C:19]3[CH:24]=[CH:23][CH:22]=[CH:21][CH:20]=3)[C:12](=[O:17])[CH2:13][C:14](=[O:16])[N:15]=2)[CH:5]=[CH:6][C:7]=1[F:8].Cl.FC1C=C(C[C:35](=[NH:39])[O:36]CC)C=CC=1F.C(N)C1C=CC=CC=1.C(N(C(C)C)CC)(C)C.C(OCC)(=O)[CH2:58][C:59]([O:61]CC)=[O:60].[O-]CC.[Na+]. (4) Given the product [Cl:1][C:2]1[CH:3]=[C:4]([CH:8]=[CH:9][N:10]=1)[C:5]([Cl:13])=[O:6], predict the reactants needed to synthesize it. The reactants are: [Cl:1][C:2]1[CH:3]=[C:4]([CH:8]=[CH:9][N:10]=1)[C:5](O)=[O:6].S(Cl)([Cl:13])=O.